This data is from NCI-60 drug combinations with 297,098 pairs across 59 cell lines. The task is: Regression. Given two drug SMILES strings and cell line genomic features, predict the synergy score measuring deviation from expected non-interaction effect. (1) Drug 1: CC1OCC2C(O1)C(C(C(O2)OC3C4COC(=O)C4C(C5=CC6=C(C=C35)OCO6)C7=CC(=C(C(=C7)OC)O)OC)O)O. Drug 2: CC1C(C(CC(O1)OC2CC(CC3=C2C(=C4C(=C3O)C(=O)C5=C(C4=O)C(=CC=C5)OC)O)(C(=O)C)O)N)O.Cl. Cell line: MALME-3M. Synergy scores: CSS=33.5, Synergy_ZIP=-5.54, Synergy_Bliss=7.19, Synergy_Loewe=4.57, Synergy_HSA=7.54. (2) Drug 2: C1=CC=C(C=C1)NC(=O)CCCCCCC(=O)NO. Drug 1: CCCCC(=O)OCC(=O)C1(CC(C2=C(C1)C(=C3C(=C2O)C(=O)C4=C(C3=O)C=CC=C4OC)O)OC5CC(C(C(O5)C)O)NC(=O)C(F)(F)F)O. Cell line: IGROV1. Synergy scores: CSS=68.9, Synergy_ZIP=15.3, Synergy_Bliss=17.6, Synergy_Loewe=20.2, Synergy_HSA=20.3. (3) Drug 1: C1=C(C(=O)NC(=O)N1)F. Drug 2: C1=CN(C(=O)N=C1N)C2C(C(C(O2)CO)O)O.Cl. Cell line: SF-539. Synergy scores: CSS=58.7, Synergy_ZIP=-11.2, Synergy_Bliss=-15.3, Synergy_Loewe=-12.6, Synergy_HSA=-9.07. (4) Drug 1: CS(=O)(=O)CCNCC1=CC=C(O1)C2=CC3=C(C=C2)N=CN=C3NC4=CC(=C(C=C4)OCC5=CC(=CC=C5)F)Cl. Drug 2: CS(=O)(=O)OCCCCOS(=O)(=O)C. Cell line: A498. Synergy scores: CSS=12.3, Synergy_ZIP=-5.28, Synergy_Bliss=0.246, Synergy_Loewe=0.593, Synergy_HSA=0.911. (5) Drug 1: C1CCN(CC1)CCOC2=CC=C(C=C2)C(=O)C3=C(SC4=C3C=CC(=C4)O)C5=CC=C(C=C5)O. Drug 2: C1C(C(OC1N2C=NC3=C(N=C(N=C32)Cl)N)CO)O. Cell line: PC-3. Synergy scores: CSS=6.37, Synergy_ZIP=-2.92, Synergy_Bliss=-1.55, Synergy_Loewe=-4.79, Synergy_HSA=-1.95. (6) Drug 1: CC1=C2C(C(=O)C3(C(CC4C(C3C(C(C2(C)C)(CC1OC(=O)C(C(C5=CC=CC=C5)NC(=O)C6=CC=CC=C6)O)O)OC(=O)C7=CC=CC=C7)(CO4)OC(=O)C)O)C)OC(=O)C. Drug 2: C1CC(=O)NC(=O)C1N2C(=O)C3=CC=CC=C3C2=O. Cell line: ACHN. Synergy scores: CSS=10.3, Synergy_ZIP=-3.15, Synergy_Bliss=3.28, Synergy_Loewe=-14.3, Synergy_HSA=2.01. (7) Drug 1: CC1=CC=C(C=C1)C2=CC(=NN2C3=CC=C(C=C3)S(=O)(=O)N)C(F)(F)F. Drug 2: C1CC(C1)(C(=O)O)C(=O)O.[NH2-].[NH2-].[Pt+2]. Cell line: SF-539. Synergy scores: CSS=-1.66, Synergy_ZIP=2.32, Synergy_Bliss=3.43, Synergy_Loewe=-2.69, Synergy_HSA=-1.85.